From a dataset of Forward reaction prediction with 1.9M reactions from USPTO patents (1976-2016). Predict the product of the given reaction. (1) Given the reactants [NH:1]1[C:9]2[C:4](=[CH:5][CH:6]=[CH:7][CH:8]=2)[CH2:3][C@H:2]1[CH2:10][OH:11].C(N(CC)CC)C.[CH3:19][O:20][C:21]1[CH:26]=[C:25]([CH3:27])[C:24]([S:28](Cl)(=[O:30])=[O:29])=[C:23]([CH3:32])[CH:22]=1, predict the reaction product. The product is: [CH3:19][O:20][C:21]1[CH:22]=[C:23]([CH3:32])[C:24]([S:28]([N:1]2[C:9]3[C:4](=[CH:5][CH:6]=[CH:7][CH:8]=3)[CH2:3][C@H:2]2[CH2:10][OH:11])(=[O:29])=[O:30])=[C:25]([CH3:27])[CH:26]=1. (2) Given the reactants COC(C1C(C)=C(C2C=CC=CC=2C(F)(F)F)NC=1)=O.C[Si]([N-][Si](C)(C)C)(C)C.[Li+].C[O:32][C:33]([C:35]1[C:39]([CH3:40])=[C:38]([C:41]2[CH:46]=[CH:45][CH:44]=[CH:43][C:42]=2[C:47]([F:50])([F:49])[F:48])[N:37]([CH3:51])[CH:36]=1)=[O:34].[OH-].[Na+], predict the reaction product. The product is: [CH3:51][N:37]1[C:38]([C:41]2[CH:46]=[CH:45][CH:44]=[CH:43][C:42]=2[C:47]([F:49])([F:50])[F:48])=[C:39]([CH3:40])[C:35]([C:33]([OH:34])=[O:32])=[CH:36]1. (3) Given the reactants [C:1]([C:3]1[C:12]2[C:7](=[CH:8][CH:9]=[CH:10][CH:11]=2)[CH:6]=[CH:5][CH:4]=1)#N.C([Mg]Cl)C.[CH3:17][CH2:18][O:19]CC, predict the reaction product. The product is: [C:3]1([CH2:1][C:18](=[O:19])[CH3:17])[C:12]2[C:7](=[CH:8][CH:9]=[CH:10][CH:11]=2)[CH:6]=[CH:5][CH:4]=1. (4) Given the reactants [CH:1]1([C:4]2[CH:25]=[C:7]3[C:8]([C:14](=[O:24])[CH2:15][C:16]4[C:21](Cl)=[CH:20][N:19]=[CH:18][C:17]=4Cl)=[CH:9][CH:10]=[C:11]([O:12][CH3:13])[N:6]3[N:5]=2)[CH2:3][CH2:2]1, predict the reaction product. The product is: [CH:1]1([C:4]2[CH:25]=[C:7]3[C:8]([C:14](=[O:24])[CH2:15][C:16]4[CH:17]=[CH:18][N:19]=[CH:20][CH:21]=4)=[CH:9][CH:10]=[C:11]([O:12][CH3:13])[N:6]3[N:5]=2)[CH2:3][CH2:2]1. (5) Given the reactants [BrH:1].[F:2][C:3]1[CH:8]=[CH:7][CH:6]=[CH:5][C:4]=1[N:9]1[C:17]2[C:12](=[CH:13][CH:14]=[CH:15][CH:16]=2)[C:11]([O:18][CH:19]2[CH2:24][CH2:23][NH:22][CH2:21][CH2:20]2)=[N:10]1.N#N.CC(OC)(C)C, predict the reaction product. The product is: [BrH:1].[F:2][C:3]1[CH:8]=[CH:7][CH:6]=[CH:5][C:4]=1[N:9]1[C:17]2[C:12](=[CH:13][CH:14]=[CH:15][CH:16]=2)[C:11]([O:18][CH:19]2[CH2:24][CH2:23][NH:22][CH2:21][CH2:20]2)=[N:10]1.